This data is from HIV replication inhibition screening data with 41,000+ compounds from the AIDS Antiviral Screen. The task is: Binary Classification. Given a drug SMILES string, predict its activity (active/inactive) in a high-throughput screening assay against a specified biological target. (1) The drug is CC(C)c1c(P(=O)(c2ccccc2)c2ccccc2)n(C)c2ccccc12. The result is 0 (inactive). (2) The drug is CCOc1ccc(C(CN2CCOCC2)C(C)=O)cc1OC.Cl. The result is 0 (inactive). (3) The molecule is OC(NN=C1CCCC1)(C(F)(F)Cl)C(F)(F)Cl. The result is 0 (inactive).